Dataset: CYP2C9 inhibition data for predicting drug metabolism from PubChem BioAssay. Task: Regression/Classification. Given a drug SMILES string, predict its absorption, distribution, metabolism, or excretion properties. Task type varies by dataset: regression for continuous measurements (e.g., permeability, clearance, half-life) or binary classification for categorical outcomes (e.g., BBB penetration, CYP inhibition). Dataset: cyp2c9_veith. (1) The molecule is CCOc1c2ccc(C(=O)NCc3ccc(OC(F)(F)F)cc3)cc2nn1C. The result is 1 (inhibitor). (2) The compound is Cn1cnnc1SCC(=O)OCN1C(=O)c2ccccc2C1=O. The result is 0 (non-inhibitor).